Regression. Given two drug SMILES strings and cell line genomic features, predict the synergy score measuring deviation from expected non-interaction effect. From a dataset of Merck oncology drug combination screen with 23,052 pairs across 39 cell lines. (1) Drug 1: C=CCn1c(=O)c2cnc(Nc3ccc(N4CCN(C)CC4)cc3)nc2n1-c1cccc(C(C)(C)O)n1. Drug 2: CCc1c2c(nc3ccc(O)cc13)-c1cc3c(c(=O)n1C2)COC(=O)C3(O)CC. Cell line: DLD1. Synergy scores: synergy=4.08. (2) Drug 1: CCC1=CC2CN(C1)Cc1c([nH]c3ccccc13)C(C(=O)OC)(c1cc3c(cc1OC)N(C)C1C(O)(C(=O)OC)C(OC(C)=O)C4(CC)C=CCN5CCC31C54)C2. Drug 2: Cc1nc(Nc2ncc(C(=O)Nc3c(C)cccc3Cl)s2)cc(N2CCN(CCO)CC2)n1. Cell line: LOVO. Synergy scores: synergy=53.8. (3) Drug 1: CCN(CC)CCNC(=O)c1c(C)[nH]c(C=C2C(=O)Nc3ccc(F)cc32)c1C. Drug 2: Cn1nnc2c(C(N)=O)ncn2c1=O. Cell line: LOVO. Synergy scores: synergy=7.43. (4) Drug 1: CC(=O)OC1C(=O)C2(C)C(O)CC3OCC3(OC(C)=O)C2C(OC(=O)c2ccccc2)C2(O)CC(OC(=O)C(O)C(NC(=O)c3ccccc3)c3ccccc3)C(C)=C1C2(C)C. Drug 2: Cn1cc(-c2cnn3c(N)c(Br)c(C4CCCNC4)nc23)cn1. Cell line: KPL1. Synergy scores: synergy=-5.61. (5) Drug 1: O=c1[nH]cc(F)c(=O)[nH]1. Drug 2: COC1=C2CC(C)CC(OC)C(O)C(C)C=C(C)C(OC(N)=O)C(OC)C=CC=C(C)C(=O)NC(=CC1=O)C2=O. Cell line: SKOV3. Synergy scores: synergy=-9.19. (6) Drug 1: CN(Cc1cnc2nc(N)nc(N)c2n1)c1ccc(C(=O)NC(CCC(=O)O)C(=O)O)cc1. Drug 2: COC1CC2CCC(C)C(O)(O2)C(=O)C(=O)N2CCCCC2C(=O)OC(C(C)CC2CCC(OP(C)(C)=O)C(OC)C2)CC(=O)C(C)C=C(C)C(O)C(OC)C(=O)C(C)CC(C)C=CC=CC=C1C. Cell line: SKOV3. Synergy scores: synergy=4.91. (7) Drug 1: COC1CC2CCC(C)C(O)(O2)C(=O)C(=O)N2CCCCC2C(=O)OC(C(C)CC2CCC(OP(C)(C)=O)C(OC)C2)CC(=O)C(C)C=C(C)C(O)C(OC)C(=O)C(C)CC(C)C=CC=CC=C1C. Drug 2: COC1=C2CC(C)CC(OC)C(O)C(C)C=C(C)C(OC(N)=O)C(OC)C=CC=C(C)C(=O)NC(=CC1=O)C2=O. Cell line: LNCAP. Synergy scores: synergy=46.3.